The task is: Predict the product of the given reaction.. This data is from Forward reaction prediction with 1.9M reactions from USPTO patents (1976-2016). (1) Given the reactants [S:1]1[C:9]2[C:4](=[N:5][CH:6]=[CH:7][C:8]=2[O:10][C:11]2[CH:12]=[C:13]3[C:18](=[CH:19][CH:20]=2)[C:17]([C:21]([OH:23])=O)=[CH:16][CH:15]=[CH:14]3)[CH:3]=[CH:2]1.[N:24]1([C:30]2[N:35]=[CH:34][C:33]([NH2:36])=[CH:32][CH:31]=2)[CH2:29][CH2:28][O:27][CH2:26][CH2:25]1, predict the reaction product. The product is: [N:24]1([C:30]2[N:35]=[CH:34][C:33]([NH:36][C:21]([C:17]3[C:18]4[C:13](=[CH:12][C:11]([O:10][C:8]5[CH:7]=[CH:6][N:5]=[C:4]6[CH:3]=[CH:2][S:1][C:9]=56)=[CH:20][CH:19]=4)[CH:14]=[CH:15][CH:16]=3)=[O:23])=[CH:32][CH:31]=2)[CH2:29][CH2:28][O:27][CH2:26][CH2:25]1. (2) Given the reactants [Br:1][C:2]1[CH:3]=[C:4]2[C:24](=[CH:25][CH:26]=1)[C:8]1[NH:9][C:10]([C@@H:12]3[CH2:16][CH2:15][CH2:14][N:13]3C(OC(C)(C)C)=O)=[N:11][C:7]=1[CH2:6][CH2:5]2.Cl.[CH3:28][O:29][C:30]([NH:32][C@@H:33]([CH:37]1[CH2:42][CH2:41][O:40][CH2:39][CH2:38]1)[C:34](O)=[O:35])=[O:31].CN(C(ON1N=NC2C=CC=NC1=2)=[N+](C)C)C.F[P-](F)(F)(F)(F)F.CCN(C(C)C)C(C)C, predict the reaction product. The product is: [Br:1][C:2]1[CH:3]=[C:4]2[C:24](=[CH:25][CH:26]=1)[C:8]1[NH:9][C:10]([C@@H:12]3[CH2:16][CH2:15][CH2:14][N:13]3[C:34](=[O:35])[C@@H:33]([NH:32][C:30](=[O:31])[O:29][CH3:28])[CH:37]3[CH2:42][CH2:41][O:40][CH2:39][CH2:38]3)=[N:11][C:7]=1[CH2:6][CH2:5]2. (3) Given the reactants [NH2:1][C:2]1[CH:7]=[C:6]([Br:8])[C:5]([Cl:9])=[CH:4][C:3]=1[CH2:10][OH:11], predict the reaction product. The product is: [NH2:1][C:2]1[CH:7]=[C:6]([Br:8])[C:5]([Cl:9])=[CH:4][C:3]=1[CH:10]=[O:11]. (4) Given the reactants Cl[C:2]1[C:3]2[C:4](=[CH:18][N:19](CC3C=CC(OC)=CC=3)[N:20]=2)[N:5]=[C:6]([C:8]2[CH:9]=[C:10]([S:14]([NH2:17])(=[O:16])=[O:15])[CH:11]=[CH:12][CH:13]=2)[N:7]=1.[CH3:30][N:31]1[CH2:36][CH2:35][N:34]([C:37]2[CH:43]=[CH:42][C:40]([NH2:41])=[CH:39][CH:38]=2)[CH2:33][CH2:32]1.Cl, predict the reaction product. The product is: [CH3:30][N:31]1[CH2:32][CH2:33][N:34]([C:37]2[CH:43]=[CH:42][C:40]([NH:41][C:2]3[C:3]4[NH:20][N:19]=[CH:18][C:4]=4[N:5]=[C:6]([C:8]4[CH:9]=[C:10]([S:14]([NH2:17])(=[O:15])=[O:16])[CH:11]=[CH:12][CH:13]=4)[N:7]=3)=[CH:39][CH:38]=2)[CH2:35][CH2:36]1. (5) Given the reactants C[C@]1(O)[C@@H]2C(=C(O)[C@]3(O)C(=O)C(C([NH2:24])=O)=C(O)[C@@H](N(C)C)[C@@H]3C2)C(=O)C2C(O)=CC=CC1=2.C1[C@H](N)[C@@H]([O:40][C@H:41]2[O:46][C@H:45]([CH2:47][NH2:48])[C@@H:44](O)[C@H:43](O)[C@H:42]2O)[C@H](O)[C@@H](O[C@H]2O[C@H](CO)[C@@H](O)[C@H](N)[C@H]2O)[C@@H]1N, predict the reaction product. The product is: [NH2:24][C@H:42]([C:41]([OH:46])=[O:40])[CH2:43][CH2:44][CH2:45][CH2:47][NH2:48].